Dataset: Reaction yield outcomes from USPTO patents with 853,638 reactions. Task: Predict the reaction yield, written as a fraction of the theoretical maximum amount of product (1.0 means a 100% yield; for example, 0.34 means a 34% yield). (1) The reactants are [OH:1][C:2]1[CH:11]=[CH:10][CH:9]=[C:8]2[C:3]=1[CH:4]=[CH:5][N:6]=[CH:7]2.C1(=O)O[CH2:15][CH2:14][O:13]1.C([O-])([O-])=O.[K+].[K+]. The catalyst is CN(C=O)C.C(Cl)(Cl)Cl. The product is [CH:7]1[C:8]2[C:3](=[C:2]([O:1][CH2:15][CH2:14][OH:13])[CH:11]=[CH:10][CH:9]=2)[CH:4]=[CH:5][N:6]=1. The yield is 0.670. (2) No catalyst specified. The product is [ClH:21].[CH:15]1[CH:14]=[N:13][N:10]2[CH:11]=[CH:12][C:7]3[CH2:6][CH2:5][CH:4]([CH2:3][CH2:2][NH2:1])[C:8]=3[C:9]=12. The yield is 0.990. The reactants are [NH2:1][CH2:2][CH2:3][CH:4]1[C:8]2[C:9]3[N:10]([N:13]=[CH:14][C:15]=3C(OCC)=O)[CH:11]=[CH:12][C:7]=2[CH2:6][CH2:5]1.[ClH:21].